Dataset: Full USPTO retrosynthesis dataset with 1.9M reactions from patents (1976-2016). Task: Predict the reactants needed to synthesize the given product. (1) Given the product [F:17][C:16]([F:19])([F:18])[C:13]1[N:12]=[CH:11][C:10]([O:9][C:6]2[CH:5]=[CH:4][C:3]([CH2:1][CH2:2][OH:29])=[CH:8][CH:7]=2)=[CH:15][N:14]=1, predict the reactants needed to synthesize it. The reactants are: [CH:1]([C:3]1[CH:8]=[CH:7][C:6]([O:9][C:10]2[CH:11]=[N:12][C:13]([C:16]([F:19])([F:18])[F:17])=[N:14][CH:15]=2)=[CH:5][CH:4]=1)=[CH2:2].B1C2CCCC1CCC2.[OH-:29].[Na+].OO. (2) Given the product [F:20][C:21]1[CH:22]=[CH:23][C:24]([S:27]([N:30]([CH3:31])[CH2:32][C:33]([NH:19][CH2:18][C:4]2[CH:5]=[C:6]([C:8]3[CH:9]=[CH:10][C:11]([C:14]([F:16])([F:17])[F:15])=[CH:12][CH:13]=3)[CH:7]=[C:2]([F:1])[CH:3]=2)=[O:34])(=[O:28])=[O:29])=[CH:25][CH:26]=1, predict the reactants needed to synthesize it. The reactants are: [F:1][C:2]1[CH:3]=[C:4]([CH2:18][NH2:19])[CH:5]=[C:6]([C:8]2[CH:13]=[CH:12][C:11]([C:14]([F:17])([F:16])[F:15])=[CH:10][CH:9]=2)[CH:7]=1.[F:20][C:21]1[CH:26]=[CH:25][C:24]([S:27]([N:30]([CH2:32][C:33](O)=[O:34])[CH3:31])(=[O:29])=[O:28])=[CH:23][CH:22]=1.CN(C(ON1N=NC2C=CC=NC1=2)=[N+](C)C)C.F[P-](F)(F)(F)(F)F.C(N(CC)C(C)C)(C)C.OS([O-])(=O)=O.[K+]. (3) Given the product [O-:3][CH2:1][CH3:2].[NH4+:14].[CH2:1]([O:3][C:4](=[O:22])[CH2:5][CH:6]([C:15]1[CH:16]=[N:17][C:18]([CH3:21])=[N:19][CH:20]=1)[CH2:7][CH2:8][CH2:9][CH2:10][CH2:11][CH2:12][CH2:13][NH:14][C:24]1[N:29]=[CH:28][CH:27]=[CH:26][N:25]=1)[CH3:2], predict the reactants needed to synthesize it. The reactants are: [CH2:1]([O:3][C:4](=[O:22])[CH2:5][CH:6]([C:15]1[CH:16]=[N:17][C:18]([CH3:21])=[N:19][CH:20]=1)[CH2:7][CH2:8][CH2:9][CH2:10][CH2:11][CH2:12][CH2:13][NH2:14])[CH3:2].Cl[C:24]1[N:29]=[CH:28][CH:27]=[CH:26][N:25]=1.C(N(CC)C(C)C)(C)C.